Task: Regression/Classification. Given a drug SMILES string, predict its absorption, distribution, metabolism, or excretion properties. Task type varies by dataset: regression for continuous measurements (e.g., permeability, clearance, half-life) or binary classification for categorical outcomes (e.g., BBB penetration, CYP inhibition). Dataset: cyp1a2_veith.. Dataset: CYP1A2 inhibition data for predicting drug metabolism from PubChem BioAssay The molecule is COc1ccccc1CNc1ccnc(-c2ccc(N(C)C)cc2)n1. The result is 1 (inhibitor).